From a dataset of Reaction yield outcomes from USPTO patents with 853,638 reactions. Predict the reaction yield, written as a fraction of the theoretical maximum amount of product (1.0 means a 100% yield; for example, 0.34 means a 34% yield). (1) The reactants are C(OC([NH:8][C@H:9]([C:11]([NH:13][CH:14]1[N:20]=[C:19]([C:21]2[CH:26]=[CH:25][CH:24]=[CH:23][CH:22]=2)[C:18]2[CH:27]=[CH:28][CH:29]=[CH:30][C:17]=2[N:16]([CH2:31][CH2:32][CH2:33][C:34]([F:37])([F:36])[F:35])[C:15]1=[O:38])=[O:12])[CH3:10])=O)(C)(C)C.C(O)(C(F)(F)F)=O.C(Cl)Cl. No catalyst specified. The product is [NH2:8][C@H:9]([C:11]([NH:13][CH:14]1[N:20]=[C:19]([C:21]2[CH:26]=[CH:25][CH:24]=[CH:23][CH:22]=2)[C:18]2[CH:27]=[CH:28][CH:29]=[CH:30][C:17]=2[N:16]([CH2:31][CH2:32][CH2:33][C:34]([F:37])([F:35])[F:36])[C:15]1=[O:38])=[O:12])[CH3:10]. The yield is 0.680. (2) The reactants are [Cl:1][C:2]1[N:3]=[C:4]([N:13]2[CH2:18][CH2:17][O:16][CH2:15][CH2:14]2)[C:5]2[N:10]=[C:9]([CH:11]=O)[S:8][C:6]=2[N:7]=1.[O:19]1[CH2:22][CH:21]([CH:23]2[CH2:28][CH2:27][NH:26][CH2:25][CH2:24]2)[CH2:20]1.C(O[BH-](OC(=O)C)OC(=O)C)(=O)C.[Na+]. The catalyst is ClCCCl. The product is [Cl:1][C:2]1[N:3]=[C:4]([N:13]2[CH2:18][CH2:17][O:16][CH2:15][CH2:14]2)[C:5]2[N:10]=[C:9]([CH2:11][N:26]3[CH2:27][CH2:28][CH:23]([CH:21]4[CH2:22][O:19][CH2:20]4)[CH2:24][CH2:25]3)[S:8][C:6]=2[N:7]=1. The yield is 0.410. (3) The reactants are FC(F)(F)S([O:6][S:7]([C:10]([F:13])([F:12])[F:11])(=[O:9])=[O:8])(=O)=O.[F:16][C:17]1[CH:18]=[C:19]([CH2:24][C:25]([O:27][CH3:28])=[O:26])[CH:20]=[CH:21][C:22]=1O.C(N(CC)CC)C. The catalyst is C(Cl)Cl. The product is [F:16][C:17]1[CH:18]=[C:19]([CH2:24][C:25]([O:27][CH3:28])=[O:26])[CH:20]=[CH:21][C:22]=1[O:6][S:7]([C:10]([F:11])([F:12])[F:13])(=[O:8])=[O:9]. The yield is 0.655. (4) The yield is 0.190. The catalyst is CS(C)=O. The reactants are [F:1][C:2]1[CH:10]=[CH:9][CH:8]=[CH:7][C:3]=1[C:4]([OH:6])=O.[F:11][C:12]1[CH:17]=[CH:16][C:15]([NH:18][C:19]([C:21]2[C:25]([NH2:26])=[CH:24][NH:23][N:22]=2)=[O:20])=[CH:14][CH:13]=1.C(Cl)CCl.C1C=CC2N(O)N=NC=2C=1. The product is [F:11][C:12]1[CH:13]=[CH:14][C:15]([NH:18][C:19]([C:21]2[C:25]([NH:26][C:4](=[O:6])[C:3]3[CH:7]=[CH:8][CH:9]=[CH:10][C:2]=3[F:1])=[CH:24][NH:23][N:22]=2)=[O:20])=[CH:16][CH:17]=1. (5) The reactants are [C:1]([C:4]1[CH:5]=[C:6]([CH3:35])[C:7]2[N:11]=[C:10]([CH2:12][CH2:13][CH3:14])[N:9]([CH2:15][C:16]3[CH:33]=[CH:32][C:19]4/[C:20](=[CH:29]/[C:30]#[N:31])/[C:21]5[CH:28]=[CH:27][CH:26]=[CH:25][C:22]=5[CH2:23][CH2:24][C:18]=4[CH:17]=3)[C:8]=2[CH:34]=1)(O)=O.[OH2:36].[NH2:37][NH2:38]. The catalyst is ClCCl. The product is [CH3:35][C:6]1[C:7]2[N:11]=[C:10]([CH2:12][CH2:13][CH3:14])[N:9]([CH2:15][C:16]3[CH:33]=[CH:32][C:19]4/[C:20](=[CH:29]/[C:30]#[N:31])/[C:21]5[CH:28]=[CH:27][CH:26]=[CH:25][C:22]=5[CH2:23][CH2:24][C:18]=4[CH:17]=3)[C:8]=2[CH:34]=[C:4]([C:1]([NH:37][NH2:38])=[O:36])[CH:5]=1. The yield is 0.880. (6) The reactants are [C:1]([C:5]1[CH:37]=[CH:36][C:8]([C:9]([NH:11][C@@H:12]([CH2:20][C:21]2[CH:26]=[CH:25][C:24](B3OC(C)(C)C(C)(C)O3)=[CH:23][CH:22]=2)[C:13]([O:15]C(C)(C)C)=[O:14])=[O:10])=[CH:7][CH:6]=1)([CH3:4])([CH3:3])[CH3:2].Br[C:39]1[CH:40]=[N:41][N:42]([C:44]2[CH:49]=[CH:48][C:47]([C:50]3[CH:55]=[CH:54][C:53]([CH3:56])=[CH:52][CH:51]=3)=[CH:46][CH:45]=2)[CH:43]=1.C(#N)C.O.C([O-])(O)=O.[Na+]. The catalyst is C(Cl)Cl.C1C=CC(P(C2C=CC=CC=2)[C-]2C=CC=C2)=CC=1.C1C=CC(P(C2C=CC=CC=2)[C-]2C=CC=C2)=CC=1.Cl[Pd]Cl.[Fe+2]. The product is [C:1]([C:5]1[CH:37]=[CH:36][C:8]([C:9]([NH:11][C@@H:12]([CH2:20][C:21]2[CH:22]=[CH:23][C:24]([C:39]3[CH:40]=[N:41][N:42]([C:44]4[CH:45]=[CH:46][C:47]([C:50]5[CH:55]=[CH:54][C:53]([CH3:56])=[CH:52][CH:51]=5)=[CH:48][CH:49]=4)[CH:43]=3)=[CH:25][CH:26]=2)[C:13]([OH:15])=[O:14])=[O:10])=[CH:7][CH:6]=1)([CH3:2])([CH3:4])[CH3:3]. The yield is 0.470. (7) The reactants are C([C@H]1CC[C@H](OC2C=C3C(=CC=2)C=C(C([N+]([O-])=O)(C)CCC(O)=O)C=C3)CC1)(C)(C)C.[C:32]([C@H:36]1[CH2:41][CH2:40][C@H:39]([O:42][C:43]2[C:44]([C:64]([F:67])([F:66])[F:65])=[C:45]3[C:50](=[CH:51][CH:52]=2)[CH:49]=[C:48]([C:53]([N+:61]([O-:63])=[O:62])([CH3:60])[CH2:54][CH2:55][C:56]([O:58]C)=[O:57])[CH:47]=[CH:46]3)[CH2:38][CH2:37]1)([CH3:35])([CH3:34])[CH3:33]. No catalyst specified. The product is [C:32]([C@H:36]1[CH2:37][CH2:38][C@H:39]([O:42][C:43]2[C:44]([C:64]([F:65])([F:66])[F:67])=[C:45]3[C:50](=[CH:51][CH:52]=2)[CH:49]=[C:48]([C:53]([N+:61]([O-:63])=[O:62])([CH3:60])[CH2:54][CH2:55][C:56]([OH:58])=[O:57])[CH:47]=[CH:46]3)[CH2:40][CH2:41]1)([CH3:33])([CH3:34])[CH3:35]. The yield is 0.100. (8) The yield is 0.750. The reactants are Br[C:2]1[C:3]([CH3:8])=[N:4][CH:5]=[CH:6][CH:7]=1.[C:9](=[N:22][NH2:23])([C:16]1[CH:21]=[CH:20][CH:19]=[CH:18][CH:17]=1)[C:10]1[CH:15]=[CH:14][CH:13]=[CH:12][CH:11]=1.CC(C)([O-])C.[Na+]. The product is [C:10]1([C:9]([C:16]2[CH:21]=[CH:20][CH:19]=[CH:18][CH:17]=2)=[N:22][NH:23][C:2]2[C:3]([CH3:8])=[N:4][CH:5]=[CH:6][CH:7]=2)[CH:11]=[CH:12][CH:13]=[CH:14][CH:15]=1. The catalyst is C1(C)C=CC=CC=1.C1(P(C2C=CC=CC=2)C2C3OC4C(=CC=CC=4P(C4C=CC=CC=4)C4C=CC=CC=4)C(C)(C)C=3C=CC=2)C=CC=CC=1. (9) The reactants are [CH3:1][C:2]1[N:6]([CH2:7][C:8]2[CH:27]=[CH:26][C:11]([CH2:12][O:13][C:14]3[CH:19]=[CH:18][C:17]([CH2:20][CH2:21][C:22]([O:24]C)=[O:23])=[CH:16][CH:15]=3)=[CH:10][CH:9]=2)[N:5]=[C:4]([C:28]2[CH:33]=[CH:32][CH:31]=[CH:30][CH:29]=2)[CH:3]=1.Cl. The catalyst is CO.O1CCCC1.[OH-].[Na+].O. The product is [CH3:1][C:2]1[N:6]([CH2:7][C:8]2[CH:9]=[CH:10][C:11]([CH2:12][O:13][C:14]3[CH:19]=[CH:18][C:17]([CH2:20][CH2:21][C:22]([OH:24])=[O:23])=[CH:16][CH:15]=3)=[CH:26][CH:27]=2)[N:5]=[C:4]([C:28]2[CH:33]=[CH:32][CH:31]=[CH:30][CH:29]=2)[CH:3]=1. The yield is 0.730.